The task is: Regression. Given a peptide amino acid sequence and an MHC pseudo amino acid sequence, predict their binding affinity value. This is MHC class II binding data.. This data is from Peptide-MHC class II binding affinity with 134,281 pairs from IEDB. (1) The peptide sequence is KMIGGIGGFIKVRQYDQILI. The binding affinity (normalized) is 0.642. The MHC is HLA-DPA10201-DPB10501 with pseudo-sequence HLA-DPA10201-DPB10501. (2) The peptide sequence is MSIYVYALPLKMLNI. The MHC is DRB1_0404 with pseudo-sequence DRB1_0404. The binding affinity (normalized) is 0.587. (3) The binding affinity (normalized) is 0.368. The peptide sequence is GFLNEDHWASRENSG. The MHC is DRB1_0404 with pseudo-sequence DRB1_0404. (4) The peptide sequence is AFKLAATAANAAPAN. The MHC is DRB1_0701 with pseudo-sequence DRB1_0701. The binding affinity (normalized) is 0.677. (5) The peptide sequence is EITGIMKDFDEPGHL. The MHC is DRB5_0101 with pseudo-sequence DRB5_0101. The binding affinity (normalized) is 0.0718.